This data is from Catalyst prediction with 721,799 reactions and 888 catalyst types from USPTO. The task is: Predict which catalyst facilitates the given reaction. (1) Reactant: [CH3:1][C:2]1[C:7]2[CH2:8][CH2:9][CH2:10][CH2:11][N:12]([C:13](=[O:51])[CH2:14][N:15]3[C:21]4[CH:22]=[CH:23][CH:24]=[CH:25][C:20]=4[N:19]([C:26]4[CH:31]=[CH:30][CH:29]=[CH:28][CH:27]=4)[C:18](=[O:32])[CH:17]([CH2:33][C:34]4[C:42]5[C:37](=[CH:38][CH:39]=[CH:40][CH:41]=5)[N:36](C(OC(C)(C)C)=O)[N:35]=4)[C:16]3=[O:50])[C:6]=2[CH:5]=[C:4]([CH3:52])[CH:3]=1.FC(F)(F)C(O)=O. Product: [CH3:1][C:2]1[C:7]2[CH2:8][CH2:9][CH2:10][CH2:11][N:12]([C:13](=[O:51])[CH2:14][N:15]3[C:21]4[CH:22]=[CH:23][CH:24]=[CH:25][C:20]=4[N:19]([C:26]4[CH:31]=[CH:30][CH:29]=[CH:28][CH:27]=4)[C:18](=[O:32])[CH:17]([CH2:33][C:34]4[C:42]5[C:37](=[CH:38][CH:39]=[CH:40][CH:41]=5)[NH:36][N:35]=4)[C:16]3=[O:50])[C:6]=2[CH:5]=[C:4]([CH3:52])[CH:3]=1. The catalyst class is: 2. (2) Reactant: Cl[C:2]1[C:7]2[C:8]3[CH2:14][CH2:13][CH2:12][CH2:11][C:9]=3[Se:10][C:6]=2[N:5]=[CH:4][N:3]=1.[NH2:15][C:16]1[N:17]=[C:18]([S:23][CH3:24])[S:19][C:20]=1[C:21]#[N:22].[OH-].[Na+]. Product: [CH3:24][S:23][C:18]1[S:19][C:20]([C:21]#[N:22])=[C:16]([NH:15][C:2]2[C:7]3[C:8]4[CH2:14][CH2:13][CH2:12][CH2:11][C:9]=4[Se:10][C:6]=3[N:5]=[CH:4][N:3]=2)[N:17]=1. The catalyst class is: 3. (3) Reactant: [Li+].C[Si]([N-][Si](C)(C)C)(C)C.[NH2:11][C:12]1[CH:17]=[CH:16][CH:15]=[CH:14][CH:13]=1.[Br:18][C:19]1[C:24](F)=[C:23]([N+:26]([O-:28])=[O:27])[CH:22]=[CH:21][C:20]=1[F:29]. Product: [Br:18][C:19]1[C:20]([F:29])=[CH:21][CH:22]=[C:23]([N+:26]([O-:28])=[O:27])[C:24]=1[NH:11][C:12]1[CH:17]=[CH:16][CH:15]=[CH:14][CH:13]=1. The catalyst class is: 1. (4) Product: [CH2:29]([O:28][CH2:27][C:26]1[N:25]=[C:24]([NH2:36])[N:23]=[C:22]([NH2:37])[C:21]=1[C:18]1[CH:17]=[CH:16][C:15]([NH:14][CH2:10][C:9]2[CH:12]=[CH:13][C:6]([C:2]3[O:1][CH:5]=[CH:4][N:3]=3)=[CH:7][CH:8]=2)=[CH:20][CH:19]=1)[C:30]1[CH:31]=[CH:32][CH:33]=[CH:34][CH:35]=1. Reactant: [O:1]1[CH:5]=[CH:4][N:3]=[C:2]1[C:6]1[CH:13]=[CH:12][C:9]([CH:10]=O)=[CH:8][CH:7]=1.[NH2:14][C:15]1[CH:20]=[CH:19][C:18]([C:21]2[C:22]([NH2:37])=[N:23][C:24]([NH2:36])=[N:25][C:26]=2[CH2:27][O:28][CH2:29][C:30]2[CH:35]=[CH:34][CH:33]=[CH:32][CH:31]=2)=[CH:17][CH:16]=1.[BH3-]C#N.[Na+]. The catalyst class is: 5.